This data is from Forward reaction prediction with 1.9M reactions from USPTO patents (1976-2016). The task is: Predict the product of the given reaction. Given the reactants [C:1]([C:5]1[CH:10]=[CH:9][C:8]([C:11]2[C:15]([C:16]#[N:17])=[C:14]([S:18][CH3:19])[S:13][C:12]=2[C:20]([NH2:22])=O)=[CH:7][CH:6]=1)([CH3:4])([CH3:3])[CH3:2].C=O.C(O)=O, predict the reaction product. The product is: [C:1]([C:5]1[CH:10]=[CH:9][C:8]([C:11]2[C:15]([C:16]#[N:17])=[C:14]([S:18][CH3:19])[S:13][C:12]=2[C:20]#[N:22])=[CH:7][CH:6]=1)([CH3:4])([CH3:2])[CH3:3].